This data is from Forward reaction prediction with 1.9M reactions from USPTO patents (1976-2016). The task is: Predict the product of the given reaction. (1) Given the reactants [NH:1]1[C:9]2[C:4](=[CH:5][CH:6]=[CH:7][CH:8]=2)[CH2:3][C:2]1=[O:10].C([Li])CCC.[Br:16][C:17]1[CH:22]=[CH:21][C:20]([CH2:23]Br)=[C:19]([CH2:25]Br)[CH:18]=1, predict the reaction product. The product is: [Br:16][C:17]1[CH:18]=[C:19]2[C:20](=[CH:21][CH:22]=1)[CH2:23][C:3]1([C:4]3[C:9](=[CH:8][CH:7]=[CH:6][CH:5]=3)[NH:1][C:2]1=[O:10])[CH2:25]2. (2) Given the reactants [Cl:1][C:2]1[C:10]([O:11]C)=[CH:9][CH:8]=[CH:7][C:3]=1[C:4]([OH:6])=[O:5].Br, predict the reaction product. The product is: [Cl:1][C:2]1[C:10]([OH:11])=[CH:9][CH:8]=[CH:7][C:3]=1[C:4]([OH:6])=[O:5]. (3) Given the reactants [F:1][C:2]1[CH:7]=[CH:6][C:5]([CH2:8][C:9](=O)[CH3:10])=[C:4]([N+:12]([O-])=O)[CH:3]=1.N1C=CC=CC=1C1C=CC=CN=1, predict the reaction product. The product is: [F:1][C:2]1[CH:3]=[C:4]2[C:5]([CH:8]=[C:9]([CH3:10])[NH:12]2)=[CH:6][CH:7]=1. (4) Given the reactants [O:1]=[C:2]1[NH:18][C:5]2=[CH:6][C:7]3[CH:8]=[C:9]([C:13]([O:15]CC)=[O:14])[NH:10][C:11]=3[CH:12]=[C:4]2[NH:3]1, predict the reaction product. The product is: [O:1]=[C:2]1[NH:18][C:5]2=[CH:6][C:7]3[CH:8]=[C:9]([C:13]([OH:15])=[O:14])[NH:10][C:11]=3[CH:12]=[C:4]2[NH:3]1.